This data is from Full USPTO retrosynthesis dataset with 1.9M reactions from patents (1976-2016). The task is: Predict the reactants needed to synthesize the given product. (1) Given the product [Cl:1][C:2]1[CH:18]=[C:17]([F:19])[CH:16]=[CH:15][C:3]=1[O:4][CH2:5][C:6]1[CH:11]=[CH:10][N:9]=[C:8]([C:12]([NH:30][C:28]2[CH:27]=[N:26][N:25]([CH2:24][CH2:23][CH2:22][CH2:21][F:20])[CH:29]=2)=[O:14])[CH:7]=1, predict the reactants needed to synthesize it. The reactants are: [Cl:1][C:2]1[CH:18]=[C:17]([F:19])[CH:16]=[CH:15][C:3]=1[O:4][CH2:5][C:6]1[CH:11]=[CH:10][N:9]=[C:8]([C:12]([OH:14])=O)[CH:7]=1.[F:20][CH2:21][CH2:22][CH2:23][CH2:24][N:25]1[CH:29]=[C:28]([NH2:30])[CH:27]=[N:26]1. (2) Given the product [ClH:1].[Cl:1][C:2]1[CH:3]=[CH:4][C:5]([C@H:8]2[C@@H:12]([C:13]3[CH:14]=[CH:15][C:16]([Cl:19])=[CH:17][CH:18]=3)[N:11]([C:20]([N:48]3[CH2:47][CH2:46][N:45]([CH2:44][C:43]([N:37]4[CH2:38][CH2:39][O:40][CH2:41][CH2:42]4)=[O:51])[CH2:50][CH2:49]3)=[O:21])[C:10]([C:23]3[CH:28]=[CH:27][C:26]([C:29]([CH3:33])([CH3:32])[CH2:30][OH:31])=[CH:25][C:24]=3[O:34][CH2:35][CH3:36])=[N:9]2)=[CH:6][CH:7]=1, predict the reactants needed to synthesize it. The reactants are: [Cl:1][C:2]1[CH:7]=[CH:6][C:5]([C@H:8]2[C@@H:12]([C:13]3[CH:18]=[CH:17][C:16]([Cl:19])=[CH:15][CH:14]=3)[N:11]([C:20](Cl)=[O:21])[C:10]([C:23]3[CH:28]=[CH:27][C:26]([C:29]([CH3:33])([CH3:32])[CH2:30][OH:31])=[CH:25][C:24]=3[O:34][CH2:35][CH3:36])=[N:9]2)=[CH:4][CH:3]=1.[N:37]1([C:43](=[O:51])[CH2:44][N:45]2[CH2:50][CH2:49][NH:48][CH2:47][CH2:46]2)[CH2:42][CH2:41][O:40][CH2:39][CH2:38]1.